From a dataset of Full USPTO retrosynthesis dataset with 1.9M reactions from patents (1976-2016). Predict the reactants needed to synthesize the given product. (1) Given the product [CH:1]([CH:4]1[CH:8]2[C:9]3[C:14]([CH:5]1[CH2:6][CH2:7]2)=[CH:13][CH:12]=[CH:11][C:10]=3[NH:15][C:28]([C:23]1[C:22]([C:21]([F:32])([F:20])[F:33])=[N:27][CH:26]=[CH:25][N:24]=1)=[O:29])([CH3:3])[CH3:2], predict the reactants needed to synthesize it. The reactants are: [CH:1]([CH:4]1[CH:8]2[C:9]3[C:14]([CH:5]1[CH2:6][CH2:7]2)=[CH:13][CH:12]=[CH:11][C:10]=3[NH2:15])([CH3:3])[CH3:2].C[Al](C)C.[F:20][C:21]([F:33])([F:32])[C:22]1[C:23]([C:28](OC)=[O:29])=[N:24][CH:25]=[CH:26][N:27]=1.Cl. (2) The reactants are: C(Cl)(=O)C(Cl)=O.CS(C)=O.[C:11]([O:15][C:16]([N:18]1[CH2:22][C@H:21]([C:23]2[CH:28]=[CH:27][CH:26]=[CH:25][CH:24]=2)[C@@H:20]([CH2:29][OH:30])[CH2:19]1)=[O:17])([CH3:14])([CH3:13])[CH3:12].C(N(C(C)C)CC)(C)C. Given the product [C:11]([O:15][C:16]([N:18]1[CH2:22][C@H:21]([C:23]2[CH:24]=[CH:25][CH:26]=[CH:27][CH:28]=2)[C@@H:20]([CH:29]=[O:30])[CH2:19]1)=[O:17])([CH3:14])([CH3:13])[CH3:12], predict the reactants needed to synthesize it. (3) The reactants are: Cl[C:2]1[N:7]=[C:6]([O:8][CH3:9])[N:5]=[C:4]([O:10][CH3:11])[CH:3]=1.[CH:12]([C:14]1[CH:15]=[C:16](B(O)O)[CH:17]=[CH:18][CH:19]=1)=[O:13]. Given the product [CH3:9][O:8][C:6]1[N:7]=[C:2]([C:18]2[CH:19]=[C:14]([CH:15]=[CH:16][CH:17]=2)[CH:12]=[O:13])[CH:3]=[C:4]([O:10][CH3:11])[N:5]=1, predict the reactants needed to synthesize it. (4) Given the product [NH2:54][C@@H:23]([CH2:24][C:25]1[CH:26]=[CH:27][C:28]([C:39]([F:42])([F:41])[F:40])=[CH:29][CH:30]=1)[CH2:22][NH:21][C:2]1[S:3][C:4]([C:11]2[CH:12]=[C:13]3[C:18]([CH:17]=[N:16][N:46]3[CH3:45])=[CH:19][CH:20]=2)=[CH:5][N:6]=1, predict the reactants needed to synthesize it. The reactants are: N[C@:2]1([NH:21][CH2:22][CH2:23][CH2:24][C:25]2[CH:30]=[CH:29][C:28](Cl)=[CH:27][CH:26]=2)[NH:6][C:5](C(F)(F)F)=[C:4]([C:11]2[CH:12]=[C:13]3[C:18](=[CH:19][CH:20]=2)[CH:17]=[N:16]C=C3)[S:3]1.BrC1SC(N)=NC=1[C:39]([F:42])([F:41])[F:40].FC(F)(F)[C:45]1[N:46]=C(N)SC=1.Br[N:54]1C(=O)CCC1=O. (5) Given the product [CH3:29][C:30]1([CH3:35])[CH2:34][CH2:33][N:32]([CH2:2][C:3]2[N:4]([CH3:28])[C:5]3[C:10]([N:11]=2)=[C:9]([N:12]2[CH2:17][CH2:16][O:15][CH2:14][CH2:13]2)[N:8]=[C:7]([N:18]2[C:22]4[CH:23]=[CH:24][CH:25]=[CH:26][C:21]=4[N:20]=[C:19]2[CH3:27])[N:6]=3)[CH2:31]1, predict the reactants needed to synthesize it. The reactants are: Br[CH2:2][C:3]1[N:4]([CH3:28])[C:5]2[C:10]([N:11]=1)=[C:9]([N:12]1[CH2:17][CH2:16][O:15][CH2:14][CH2:13]1)[N:8]=[C:7]([N:18]1[C:22]3[CH:23]=[CH:24][CH:25]=[CH:26][C:21]=3[N:20]=[C:19]1[CH3:27])[N:6]=2.[CH3:29][C:30]1([CH3:35])[CH2:34][CH2:33][NH:32][CH2:31]1. (6) Given the product [CH3:27][O:28][C:29]1[CH:30]=[C:31]([NH:32][C:2]2[C:3]3[NH:17][N:16]=[CH:15][C:4]=3[N:5]=[C:6]([C:8]3[CH:13]=[CH:12][CH:11]=[CH:10][C:9]=3[F:14])[N:7]=2)[CH:33]=[CH:34][C:35]=1[O:36][CH3:37], predict the reactants needed to synthesize it. The reactants are: Cl[C:2]1[C:3]2[C:4](=[CH:15][N:16](CC3C=CC(OC)=CC=3)[N:17]=2)[N:5]=[C:6]([C:8]2[CH:13]=[CH:12][CH:11]=[CH:10][C:9]=2[F:14])[N:7]=1.[CH3:27][O:28][C:29]1[CH:30]=[C:31]([CH:33]=[CH:34][C:35]=1[O:36][CH3:37])[NH2:32].Cl. (7) Given the product [F:14][C:15]([F:22])([F:21])[C:16]([NH:1][C@@H:2]([C:4]([OH:6])=[O:5])[CH3:3])=[O:17], predict the reactants needed to synthesize it. The reactants are: [NH2:1][C@@H:2]([C:4]([OH:6])=[O:5])[CH3:3].C(N(CC)CC)C.[F:14][C:15]([F:22])([F:21])[C:16](OCC)=[O:17].